Predict the reaction yield, written as a fraction of the theoretical maximum amount of product (1.0 means a 100% yield; for example, 0.34 means a 34% yield). From a dataset of Reaction yield outcomes from USPTO patents with 853,638 reactions. The reactants are [CH3:1][N:2]1[C:10]2[C:5](=[CH:6][C:7]([OH:12])=[CH:8][C:9]=2[CH3:11])[C:4]([CH:13]2[CH2:18][CH2:17][N:16]([CH3:19])[CH2:15][CH2:14]2)=[CH:3]1.[H-].[Na+].[F:22][C:23]1[CH:28]=[CH:27][CH:26]=[C:25]([F:29])[C:24]=1[S:30](Cl)(=[O:32])=[O:31].[OH-].[Na+]. The catalyst is C1COCC1.O. The product is [CH3:1][N:2]1[C:10]2[C:5](=[CH:6][C:7]([O:12][S:30]([C:24]3[C:25]([F:29])=[CH:26][CH:27]=[CH:28][C:23]=3[F:22])(=[O:32])=[O:31])=[CH:8][C:9]=2[CH3:11])[C:4]([CH:13]2[CH2:18][CH2:17][N:16]([CH3:19])[CH2:15][CH2:14]2)=[CH:3]1. The yield is 0.590.